This data is from Catalyst prediction with 721,799 reactions and 888 catalyst types from USPTO. The task is: Predict which catalyst facilitates the given reaction. (1) Reactant: Br[C:2]1[C:6]2[CH2:7][N:8]([C:11](=[O:13])[CH3:12])[CH2:9][CH2:10][C:5]=2[N:4]([C@H:14]2[CH2:18][CH2:17][O:16][CH2:15]2)[N:3]=1.C(O[Na])(C)(C)C.[C:25]([Si:29]([CH3:43])([CH3:42])[O:30][CH2:31][CH:32]1[CH2:41][C:40]2[C:35](=[CH:36][CH:37]=[CH:38][CH:39]=2)[NH:34][CH2:33]1)([CH3:28])([CH3:27])[CH3:26].COC(C)(C)C.C1(P(C2CCCCC2)C2C=CC=CC=2C2C(OC(C)C)=CC=CC=2OC(C)C)CCCCC1. Product: [Si:29]([O:30][CH2:31][CH:32]1[CH2:41][C:40]2[C:35](=[CH:36][CH:37]=[CH:38][CH:39]=2)[N:34]([C:2]2[C:6]3[CH2:7][N:8]([C:11](=[O:13])[CH3:12])[CH2:9][CH2:10][C:5]=3[N:4]([C@H:14]3[CH2:18][CH2:17][O:16][CH2:15]3)[N:3]=2)[CH2:33]1)([C:25]([CH3:28])([CH3:27])[CH3:26])([CH3:43])[CH3:42]. The catalyst class is: 12. (2) Reactant: [NH2:1][C:2]1[S:3][C:4]([CH2:11][C:12]2[CH:17]=[CH:16][CH:15]=[CH:14][CH:13]=2)=[CH:5][C:6]=1[C:7]([O:9][CH3:10])=[O:8].[Cl:18][C:19]([Cl:26])([Cl:25])[C:20]([N:22]=[C:23]=[O:24])=[O:21]. Product: [CH2:11]([C:4]1[S:3][C:2]([NH:1][C:23]([NH:22][C:20](=[O:21])[C:19]([Cl:26])([Cl:25])[Cl:18])=[O:24])=[C:6]([C:7]([O:9][CH3:10])=[O:8])[CH:5]=1)[C:12]1[CH:17]=[CH:16][CH:15]=[CH:14][CH:13]=1. The catalyst class is: 1. (3) Reactant: [Br-:1].[Br-].[Br-].C1([N+](C)(C)C)C=CC=CC=1.C1([N+](C)(C)C)C=CC=CC=1.C1([N+](C)(C)C)C=CC=CC=1.[CH2:34]([O:41][C:42]1[CH:47]=[CH:46][C:45]([C:48](=[O:50])[CH3:49])=[CH:44][C:43]=1[N+:51]([O-:53])=[O:52])[C:35]1[CH:40]=[CH:39][CH:38]=[CH:37][CH:36]=1. Product: [CH2:34]([O:41][C:42]1[CH:47]=[CH:46][C:45]([C:48](=[O:50])[CH2:49][Br:1])=[CH:44][C:43]=1[N+:51]([O-:53])=[O:52])[C:35]1[CH:36]=[CH:37][CH:38]=[CH:39][CH:40]=1. The catalyst class is: 1.